From a dataset of Catalyst prediction with 721,799 reactions and 888 catalyst types from USPTO. Predict which catalyst facilitates the given reaction. (1) Reactant: [CH2:1]([O:8][C:9]1[C:18]2[N:17]=[CH:16][CH:15]=[CH:14][C:13]=2[C:12]([S:19]([O-:22])(=O)=[O:20])=[CH:11][CH:10]=1)[C:2]1[CH:7]=[CH:6][CH:5]=[CH:4][CH:3]=1.[Na+].S(Cl)([Cl:26])=O. Product: [CH2:1]([O:8][C:9]1[C:18]2[N:17]=[CH:16][CH:15]=[CH:14][C:13]=2[C:12]([S:19]([Cl:26])(=[O:22])=[O:20])=[CH:11][CH:10]=1)[C:2]1[CH:7]=[CH:6][CH:5]=[CH:4][CH:3]=1. The catalyst class is: 3. (2) Reactant: [Cl:1][C:2]1[CH:11]=[C:10]2[C:5]([C:6]([OH:20])=[C:7]([C:16]([O:18][CH3:19])=[O:17])[C:8]([C:12]([O:14]C)=[O:13])=[N:9]2)=[CH:4][CH:3]=1.[OH-].[Na+].Cl. Product: [C:16]([C:7]1[C:8]([C:12]([OH:14])=[O:13])=[N:9][C:10]2[C:5]([C:6]=1[OH:20])=[CH:4][CH:3]=[C:2]([Cl:1])[CH:11]=2)([O:18][CH3:19])=[O:17]. The catalyst class is: 6. (3) Reactant: [N:1]1[CH:6]=[CH:5][CH:4]=[C:3]([C:7]([O:9][CH3:10])=[O:8])[C:2]=1[C:11]([O:13]C)=O.[F:15][C:16]1[CH:24]=[CH:23][C:19]([CH2:20][Mg]Cl)=[CH:18][CH:17]=1. Product: [F:15][C:16]1[CH:24]=[CH:23][C:19]([CH2:20][C:11]([C:2]2[N:1]=[CH:6][CH:5]=[CH:4][C:3]=2[C:7]([O:9][CH3:10])=[O:8])=[O:13])=[CH:18][CH:17]=1. The catalyst class is: 7. (4) Reactant: [CH:1]1([CH2:7][O:8][C:9]2[C:10]([NH2:15])=[N:11][CH:12]=[CH:13][CH:14]=2)[CH2:6][CH2:5][CH2:4][CH2:3][CH2:2]1.Cl[CH:17]([C:22](=O)[CH2:23][CH3:24])[C:18]([O:20][CH3:21])=[O:19]. Product: [CH:1]1([CH2:7][O:8][C:9]2[C:10]3[N:11]([C:17]([C:18]([O:20][CH3:21])=[O:19])=[C:22]([CH2:23][CH3:24])[N:15]=3)[CH:12]=[CH:13][CH:14]=2)[CH2:2][CH2:3][CH2:4][CH2:5][CH2:6]1. The catalyst class is: 8. (5) Reactant: S(S([O-])=O)([O-])=O.[Na+].[Na+].[Br:9][C:10]1[CH:15]=[C:14]([O:16][CH3:17])[C:13]([N+:18]([O-])=O)=[CH:12][C:11]=1[F:21]. Product: [Br:9][C:10]1[C:11]([F:21])=[CH:12][C:13]([NH2:18])=[C:14]([O:16][CH3:17])[CH:15]=1. The catalyst class is: 40.